From a dataset of Forward reaction prediction with 1.9M reactions from USPTO patents (1976-2016). Predict the product of the given reaction. Given the reactants I[C:2]1[CH:7]=[CH:6][C:5]([C:8]2[CH:13]=[CH:12][C:11]([N:14]([C:21](=O)[CH3:22])[C:15]3[CH:20]=[CH:19][CH:18]=[CH:17][CH:16]=3)=[CH:10][CH:9]=2)=[CH:4][CH:3]=1.[C:24]1([NH:30]C2C=CC=CC=2)[CH:29]=[CH:28][CH:27]=[CH:26][CH:25]=1.C(=O)([O-])[O-].[K+].[K+].[N+]([C:46]1[CH:51]=CC=[CH:48][CH:47]=1)([O-])=O.[OH-].[K+], predict the reaction product. The product is: [C:15]1([N:14]([C:21]2[CH:22]=[CH:48][CH:47]=[CH:46][CH:51]=2)[C:11]2[CH:12]=[CH:13][C:8]([C:5]3[CH:6]=[CH:7][C:2]([NH:30][C:24]4[CH:29]=[CH:28][CH:27]=[CH:26][CH:25]=4)=[CH:3][CH:4]=3)=[CH:9][CH:10]=2)[CH:20]=[CH:19][CH:18]=[CH:17][CH:16]=1.